The task is: Regression. Given two drug SMILES strings and cell line genomic features, predict the synergy score measuring deviation from expected non-interaction effect.. This data is from NCI-60 drug combinations with 297,098 pairs across 59 cell lines. (1) Drug 1: CC12CCC3C(C1CCC2=O)CC(=C)C4=CC(=O)C=CC34C. Drug 2: C1CC(=O)NC(=O)C1N2C(=O)C3=CC=CC=C3C2=O. Cell line: HCT116. Synergy scores: CSS=19.6, Synergy_ZIP=-0.0944, Synergy_Bliss=-9.43, Synergy_Loewe=-16.8, Synergy_HSA=-9.47. (2) Drug 1: CCC1=C2CN3C(=CC4=C(C3=O)COC(=O)C4(CC)O)C2=NC5=C1C=C(C=C5)O. Drug 2: C1=CN(C=N1)CC(O)(P(=O)(O)O)P(=O)(O)O. Cell line: MDA-MB-231. Synergy scores: CSS=16.6, Synergy_ZIP=-5.16, Synergy_Bliss=0.285, Synergy_Loewe=-8.10, Synergy_HSA=0.134. (3) Drug 1: CC(CN1CC(=O)NC(=O)C1)N2CC(=O)NC(=O)C2. Drug 2: CCCS(=O)(=O)NC1=C(C(=C(C=C1)F)C(=O)C2=CNC3=C2C=C(C=N3)C4=CC=C(C=C4)Cl)F. Cell line: OVCAR-8. Synergy scores: CSS=12.0, Synergy_ZIP=-4.94, Synergy_Bliss=0.207, Synergy_Loewe=-2.06, Synergy_HSA=-1.77. (4) Drug 1: C1=C(C(=O)NC(=O)N1)N(CCCl)CCCl. Drug 2: C1=NNC2=C1C(=O)NC=N2. Cell line: MDA-MB-231. Synergy scores: CSS=5.67, Synergy_ZIP=-7.68, Synergy_Bliss=-7.02, Synergy_Loewe=-23.0, Synergy_HSA=-10.1. (5) Drug 1: CC(CN1CC(=O)NC(=O)C1)N2CC(=O)NC(=O)C2. Drug 2: COC1=CC(=CC(=C1O)OC)C2C3C(COC3=O)C(C4=CC5=C(C=C24)OCO5)OC6C(C(C7C(O6)COC(O7)C8=CC=CS8)O)O. Cell line: EKVX. Synergy scores: CSS=35.4, Synergy_ZIP=-2.33, Synergy_Bliss=1.28, Synergy_Loewe=-17.8, Synergy_HSA=3.25.